Dataset: NCI-60 drug combinations with 297,098 pairs across 59 cell lines. Task: Regression. Given two drug SMILES strings and cell line genomic features, predict the synergy score measuring deviation from expected non-interaction effect. (1) Drug 1: COC1=C2C(=CC3=C1OC=C3)C=CC(=O)O2. Drug 2: CC(C)CN1C=NC2=C1C3=CC=CC=C3N=C2N. Cell line: OVCAR3. Synergy scores: CSS=-31.6, Synergy_ZIP=15.9, Synergy_Bliss=3.20, Synergy_Loewe=-25.6, Synergy_HSA=-25.6. (2) Drug 1: C1=C(C(=O)NC(=O)N1)N(CCCl)CCCl. Drug 2: C1CNP(=O)(OC1)N(CCCl)CCCl. Cell line: UACC62. Synergy scores: CSS=35.7, Synergy_ZIP=-5.47, Synergy_Bliss=0.353, Synergy_Loewe=-15.3, Synergy_HSA=1.02. (3) Drug 1: C1=CC(=CC=C1CCC2=CNC3=C2C(=O)NC(=N3)N)C(=O)NC(CCC(=O)O)C(=O)O. Drug 2: CCC1=CC2CC(C3=C(CN(C2)C1)C4=CC=CC=C4N3)(C5=C(C=C6C(=C5)C78CCN9C7C(C=CC9)(C(C(C8N6C)(C(=O)OC)O)OC(=O)C)CC)OC)C(=O)OC.C(C(C(=O)O)O)(C(=O)O)O. Cell line: CAKI-1. Synergy scores: CSS=20.7, Synergy_ZIP=-11.9, Synergy_Bliss=-10.2, Synergy_Loewe=-6.45, Synergy_HSA=-5.59.